From a dataset of Full USPTO retrosynthesis dataset with 1.9M reactions from patents (1976-2016). Predict the reactants needed to synthesize the given product. (1) Given the product [N:16]1([C:2]2[CH:7]=[CH:6][C:5]([Br:8])=[CH:4][N:3]=2)[CH2:20][CH:19]=[CH:18][CH2:17]1, predict the reactants needed to synthesize it. The reactants are: Br[C:2]1[CH:7]=[CH:6][C:5]([Br:8])=[CH:4][N:3]=1.C(=O)([O-])[O-].[K+].[K+].C[N:16]1[CH2:20][CH2:19][CH2:18][C:17]1=O. (2) Given the product [C:31]([CH2:6][CH2:7][CH2:8][C:9]1[N:13]([C:14]2[CH:19]=[CH:18][C:17]([C:20]([NH:22][CH2:23][CH3:24])=[O:21])=[CH:16][CH:15]=2)[N:12]=[N:11][C:10]=1[C:25]([NH:27][CH:28]1[CH2:30][CH2:29]1)=[O:26])#[N:32], predict the reactants needed to synthesize it. The reactants are: CS(O[CH2:6][CH2:7][CH2:8][C:9]1[N:13]([C:14]2[CH:19]=[CH:18][C:17]([C:20]([NH:22][CH2:23][CH3:24])=[O:21])=[CH:16][CH:15]=2)[N:12]=[N:11][C:10]=1[C:25]([NH:27][CH:28]1[CH2:30][CH2:29]1)=[O:26])(=O)=O.[C-:31]#[N:32].[K+]. (3) Given the product [C:1]([N:5]1[C:26](=[O:27])[N:8]2[CH:9]=[C:10]([C:17]3[CH:18]=[C:19]([CH:23]=[CH:24][CH:25]=3)[C:20]([NH:36][CH2:28][CH2:29][C:30]3[CH:35]=[CH:34][CH:33]=[CH:32][CH:31]=3)=[O:22])[N:11]=[C:12]([NH:13][CH:14]([CH3:16])[CH3:15])[C:7]2=[N:6]1)([CH3:4])([CH3:3])[CH3:2], predict the reactants needed to synthesize it. The reactants are: [C:1]([N:5]1[C:26](=[O:27])[N:8]2[CH:9]=[C:10]([C:17]3[CH:18]=[C:19]([CH:23]=[CH:24][CH:25]=3)[C:20]([OH:22])=O)[N:11]=[C:12]([NH:13][CH:14]([CH3:16])[CH3:15])[C:7]2=[N:6]1)([CH3:4])([CH3:3])[CH3:2].[CH2:28]([NH2:36])[CH2:29][C:30]1[CH:35]=[CH:34][CH:33]=[CH:32][CH:31]=1.C(N(CC)CC)C.CCCP1(OP(CCC)(=O)OP(CCC)(=O)O1)=O. (4) Given the product [CH2:1]([O:4][C:5]1[CH:6]=[CH:7][C:8]2[CH:12]=[C:11]([C:13]([OH:15])=[O:14])[S:10][C:9]=2[CH:17]=1)[C:2]#[CH:3], predict the reactants needed to synthesize it. The reactants are: [CH2:1]([O:4][C:5]1[CH:6]=[CH:7][C:8]2[CH:12]=[C:11]([C:13]([O:15]C)=[O:14])[S:10][C:9]=2[CH:17]=1)[C:2]#[CH:3].O.[OH-].[Li+].O.Cl. (5) Given the product [O:19]=[C:17]1[C:18]2[C:2]3[C:7]([C:8]([O:10][CH3:11])=[O:9])=[CH:6][CH:5]=[CH:4][C:3]=3[NH:12][C:13]=2[CH2:14][N:15]([C:20]([O:22][CH2:23][C:24]2[CH:29]=[CH:28][CH:27]=[CH:26][CH:25]=2)=[O:21])[CH2:16]1, predict the reactants needed to synthesize it. The reactants are: Br[C:2]1[C:7]([C:8]([O:10][CH3:11])=[O:9])=[CH:6][CH:5]=[CH:4][C:3]=1[NH:12][C:13]1[CH2:14][N:15]([C:20]([O:22][CH2:23][C:24]2[CH:29]=[CH:28][CH:27]=[CH:26][CH:25]=2)=[O:21])[CH2:16][C:17](=[O:19])[CH:18]=1.C1(C)C=CC=CC=1P(C1C=CC=CC=1C)C1C=CC=CC=1C.C(N(CC)CC)C. (6) Given the product [CH:16]1([C:13]2[O:14][C:15]3[C:11](=[C:10]([C:19]#[N:20])[C:9]([CH3:21])=[C:8]([C:22]4[CH:27]=[CH:26][CH:25]=[CH:24][CH:23]=4)[C:7]=3[C:38]([CH2:37][OH:40])=[CH2:39])[N:12]=2)[CH2:17][CH2:18]1, predict the reactants needed to synthesize it. The reactants are: FC(F)(F)S(O[C:7]1[C:15]2[O:14][C:13]([CH:16]3[CH2:18][CH2:17]3)=[N:12][C:11]=2[C:10]([C:19]#[N:20])=[C:9]([CH3:21])[C:8]=1[C:22]1[CH:27]=[CH:26][CH:25]=[CH:24][CH:23]=1)(=O)=O.C(N(CC)CC)C.[CH2:37]([OH:40])[CH:38]=[CH2:39]. (7) Given the product [NH:8]1[CH2:9][CH2:10][CH:11]([CH2:14][O:15][C:16]2[C:20]3[C:21]([O:25][C@@H:26]4[CH2:30][CH2:29][O:28][CH2:27]4)=[CH:22][CH:23]=[CH:24][C:19]=3[O:18][N:17]=2)[CH2:12][CH2:13]1, predict the reactants needed to synthesize it. The reactants are: C(OC([N:8]1[CH2:13][CH2:12][CH:11]([CH2:14][O:15][C:16]2[C:20]3[C:21]([O:25][C@@H:26]4[CH2:30][CH2:29][O:28][CH2:27]4)=[CH:22][CH:23]=[CH:24][C:19]=3[O:18][N:17]=2)[CH2:10][CH2:9]1)=O)(C)(C)C.Cl. (8) Given the product [ClH:12].[NH2:13][C:14]1[C:23]2[C:18](=[CH:19][C:20]([O:26][CH3:27])=[C:21]([O:24][CH3:25])[CH:22]=2)[N:17]=[C:16]([N:28]2[CH2:33][CH2:32][N:31]([C:10]([C:8]3[O:9][C:5]([S:4][CH2:1][CH2:2][CH3:3])=[N:6][N:7]=3)=[O:11])[CH2:30][CH2:29]2)[N:15]=1, predict the reactants needed to synthesize it. The reactants are: [CH2:1]([S:4][C:5]1[O:9][C:8]([C:10]([Cl:12])=[O:11])=[N:7][N:6]=1)[CH2:2][CH3:3].[NH2:13][C:14]1[C:23]2[C:18](=[CH:19][C:20]([O:26][CH3:27])=[C:21]([O:24][CH3:25])[CH:22]=2)[N:17]=[C:16]([N:28]2[CH2:33][CH2:32][NH:31][CH2:30][CH2:29]2)[N:15]=1.